The task is: Predict the reaction yield, written as a fraction of the theoretical maximum amount of product (1.0 means a 100% yield; for example, 0.34 means a 34% yield).. This data is from Reaction yield outcomes from USPTO patents with 853,638 reactions. (1) The reactants are [C:1]([O:5][C:6]([N:8]([CH2:19][C:20]1[CH:25]=[CH:24][CH:23]=[CH:22][CH:21]=1)[C@H:9]([CH2:17][OH:18])[CH2:10][C:11]1[CH:16]=[CH:15][CH:14]=[CH:13][CH:12]=1)=[O:7])([CH3:4])([CH3:3])[CH3:2].CC1(C)N([O])C(C)(C)CCC1.[Br-].[Na+].C(=O)(O)[O-].[Na+]. The catalyst is C1(C)C=CC=CC=1.O.C(OCC)(=O)C. The product is [C:1]([O:5][C:6]([N:8]([CH2:19][C:20]1[CH:21]=[CH:22][CH:23]=[CH:24][CH:25]=1)[C@H:9]([CH:17]=[O:18])[CH2:10][C:11]1[CH:12]=[CH:13][CH:14]=[CH:15][CH:16]=1)=[O:7])([CH3:4])([CH3:2])[CH3:3]. The yield is 1.00. (2) The reactants are C(O)(C(F)(F)F)=O.CC([N:12]([CH2:16][C@@H:17]([NH:25][C:26]([C:28]1[S:29][CH:30]=[C:31]([C:33]2[N:37]([CH3:38])[N:36]=[CH:35][N:34]=2)[CH:32]=1)=[O:27])[CH2:18][C:19]1[CH:24]=[CH:23][CH:22]=[CH:21][CH:20]=1)C(=O)[O-])(C)C. The catalyst is C(Cl)Cl. The product is [NH2:12][CH2:16][C@@H:17]([NH:25][C:26]([C:28]1[S:29][CH:30]=[C:31]([C:33]2[N:37]([CH3:38])[N:36]=[CH:35][N:34]=2)[CH:32]=1)=[O:27])[CH2:18][C:19]1[CH:24]=[CH:23][CH:22]=[CH:21][CH:20]=1. The yield is 0.870. (3) The reactants are [OH:1][C:2]1[CH:13]=[CH:12][C:5]2[S:6][CH:7]=[C:8]([C:9]([OH:11])=[O:10])[C:4]=2[CH:3]=1.O.[C:15](OC(=O)C)(=[O:17])[CH3:16]. The catalyst is N1C=CC=CC=1. The product is [C:15]([O:1][C:2]1[CH:13]=[CH:12][C:5]2[S:6][CH:7]=[C:8]([C:9]([OH:11])=[O:10])[C:4]=2[CH:3]=1)(=[O:17])[CH3:16]. The yield is 0.973.